This data is from Forward reaction prediction with 1.9M reactions from USPTO patents (1976-2016). The task is: Predict the product of the given reaction. (1) Given the reactants Br[C:2]1[CH:10]=[CH:9][CH:8]=[C:7]2[C:3]=1[CH2:4][CH2:5][C@@H:6]2[NH:11][C:12](=[O:18])[O:13][C:14]([CH3:17])([CH3:16])[CH3:15].[CH3:19][C:20]1([CH3:36])[C:24]([CH3:26])([CH3:25])[O:23][B:22]([B:22]2[O:23][C:24]([CH3:26])([CH3:25])[C:20]([CH3:36])([CH3:19])[O:21]2)[O:21]1.C([O-])(=O)C.[K+].N#N.C(Cl)Cl, predict the reaction product. The product is: [CH3:19][C:20]1([CH3:36])[C:24]([CH3:26])([CH3:25])[O:23][B:22]([C:2]2[CH:10]=[CH:9][CH:8]=[C:7]3[C:3]=2[CH2:4][CH2:5][C@@H:6]3[NH:11][C:12](=[O:18])[O:13][C:14]([CH3:17])([CH3:16])[CH3:15])[O:21]1. (2) Given the reactants Cl[C:2]1[C:11]2=[N:12][N:13](CC3C=CC(OC)=CC=3)[CH:14]=[C:10]2[C:9]2[CH:8]=[C:7]([O:24][CH3:25])[CH:6]=[CH:5][C:4]=2[N:3]=1.[CH2:26]([O:28][C:29]1[CH:35]=[CH:34][C:32]([NH2:33])=[CH:31][C:30]=1[O:36][CH3:37])[CH3:27].Cl, predict the reaction product. The product is: [CH2:26]([O:28][C:29]1[CH:35]=[CH:34][C:32]([NH:33][C:2]2[C:11]3[NH:12][N:13]=[CH:14][C:10]=3[C:9]3[CH:8]=[C:7]([O:24][CH3:25])[CH:6]=[CH:5][C:4]=3[N:3]=2)=[CH:31][C:30]=1[O:36][CH3:37])[CH3:27]. (3) Given the reactants F[C:2]1[CH:7]=[CH:6][CH:5]=[CH:4][C:3]=1[N+:8]([O-:10])=[O:9].[CH3:11][O:12][C:13]1[CH:14]=[C:15]([OH:23])[C:16](=[CH:21][CH:22]=1)[C:17]([O:19][CH3:20])=[O:18].C(=O)([O-])[O-].[K+].[K+], predict the reaction product. The product is: [CH3:20][O:19][C:17](=[O:18])[C:16]1[CH:21]=[CH:22][C:13]([O:12][CH3:11])=[CH:14][C:15]=1[O:23][C:2]1[CH:7]=[CH:6][CH:5]=[CH:4][C:3]=1[N+:8]([O-:10])=[O:9].